Dataset: Experimentally validated miRNA-target interactions with 360,000+ pairs, plus equal number of negative samples. Task: Binary Classification. Given a miRNA mature sequence and a target amino acid sequence, predict their likelihood of interaction. (1) The protein sequence of the target gene is MSSGNAKIGHPAPNFKATAVMPDGQFKDISLSDYKGKYVVFFFYPLDFTFVCPTEIIAFSDRAEEFKKLNCQVIGASVDSHFCHLAWVNTPKKQGGLGPMNIPLVSDPKRTIAQDYGVLKADEGISFRGLFIIDDKGILRQITVNDLPVGRSVDETLRLVQAFQFTDKHGEVCPAGWKPGSDTIKPDVQKSKEYFSKQK. Result: 0 (no interaction). The miRNA is mmu-miR-183-5p with sequence UAUGGCACUGGUAGAAUUCACU. (2) The miRNA is hsa-miR-665 with sequence ACCAGGAGGCUGAGGCCCCU. The protein sequence of the target gene is MDELPFGEAALEQALAEVCEMDAALLTDIEDMLQLINNQDSDFPGLFDAPYAGGETGDTGPSSPGASSPESFSSPASLGSSLEAFLGGPKVTPAPLSPPPSAPTAVKMYPSVPPFSPGPGIKEEPVPLTILQPPAPQPSPGTLLPPSFPPPPVQLSPAPVLGYSSLPSGFSGTLPGNTQQTPSSLPLGSTPGISPTPLHTQVQSSAAQQPPPASAAPRMSTVASQIQQVPVVLQPHFIKADSLLLTAVKTDTGATMKTAGINTLAPGTAVQAGPLQTLVSGGTILATVPLVVDTDKLPIH.... Result: 0 (no interaction). (3) The miRNA is mmu-miR-106a-5p with sequence CAAAGUGCUAACAGUGCAGGUAG. The protein sequence of the target gene is MAAAGQLCLLYLSAGLLSRLGAAFNLDTREDNVIRKYGDPGSLFGFSLAMHWQLQPEDKRLLLVGAPRAEALPLQRANRTGGLYSCDITARGPCTRIEFDNDADPTSESKEDQWMGVTVQSQGPGGKVVTCAHRYEKRQHVNTKQESRDIFGRCYVLSQNLRIEDDMDGGDWSFCDGRLRGHEKFGSCQQGVAATFTKDFHYIVFGAPGTYNWKGIVRVEQKNNTFFDMNIFEDGPYEVGGETEHDESLVPVPANSYLGLLFLTSVSYTDPDQFVYKTRPPREQPDTFPDVMMNSYLGFS.... Result: 0 (no interaction).